Dataset: Forward reaction prediction with 1.9M reactions from USPTO patents (1976-2016). Task: Predict the product of the given reaction. (1) Given the reactants [OH:1][C:2]1[CH:7]=[CH:6][C:5]([CH2:8][CH2:9][C:10]([O:12][CH3:13])=[O:11])=[CH:4][CH:3]=1.[F:14][C:15]1[CH:20]=[CH:19][CH:18]=[C:17]([F:21])[C:16]=1[C:22]1[CH:27]=[CH:26][CH:25]=[C:24]([CH2:28]O)[CH:23]=1, predict the reaction product. The product is: [F:14][C:15]1[CH:20]=[CH:19][CH:18]=[C:17]([F:21])[C:16]=1[C:22]1[CH:27]=[CH:26][CH:25]=[C:24]([CH2:28][O:1][C:2]2[CH:3]=[CH:4][C:5]([CH2:8][CH2:9][C:10]([O:12][CH3:13])=[O:11])=[CH:6][CH:7]=2)[CH:23]=1. (2) Given the reactants FC1C(F)=C(F)C(F)=C(F)C=1[C:12]1[N:13]([CH3:31])[C:14](=[O:30])[CH:15]=[C:16]([NH:21][C:22]2[CH:27]=[CH:26][C:25]([I:28])=[CH:24][C:23]=2[F:29])[C:17]=1[C:18]([O-:20])=O.[NH2:32][CH2:33][CH2:34][CH2:35][OH:36].CCN(C(C)C)C(C)C, predict the reaction product. The product is: [F:29][C:23]1[CH:24]=[C:25]([I:28])[CH:26]=[CH:27][C:22]=1[NH:21][C:16]1[C:17]([C:18]([NH:32][CH2:33][CH2:34][CH2:35][OH:36])=[O:20])=[CH:12][N:13]([CH3:31])[C:14](=[O:30])[CH:15]=1.